From a dataset of Catalyst prediction with 721,799 reactions and 888 catalyst types from USPTO. Predict which catalyst facilitates the given reaction. The catalyst class is: 69. Product: [F:22][C:23]1[CH:28]=[CH:27][CH:26]=[CH:25][C:24]=1[N:29]1[C:12](=[O:14])[C:3]2=[CH:4][NH:5][C:6]3[CH:7]=[CH:8][CH:9]=[CH:10][C:11]=3[C:2]2=[N:30]1. Reactant: O=[C:2]1[C:11]2[C:6](=[CH:7][CH:8]=[CH:9][CH:10]=2)[NH:5][CH:4]=[C:3]1[C:12]([O:14]CC)=O.P(Cl)(Cl)(Cl)=O.[F:22][C:23]1[CH:28]=[CH:27][CH:26]=[CH:25][C:24]=1[NH:29][NH2:30].C(=O)([O-])[O-].[K+].[K+].